This data is from Forward reaction prediction with 1.9M reactions from USPTO patents (1976-2016). The task is: Predict the product of the given reaction. (1) Given the reactants [N:1]1(C2C=CC(NC3C4N(C=CN=4)C(C4C=C5C(=CC=4)C(=O)NC5)=CN=3)=CC=2)CCOCC1.Br[C:34]1[N:39]2[CH:40]=[CH:41][N:42]=[C:38]2[C:37]([NH:43][C:44]2[CH:49]=[CH:48][C:47]([N:50]3[CH2:55][CH2:54][N:53]([CH:56]([CH3:58])[CH3:57])[CH2:52][CH2:51]3)=[CH:46][CH:45]=2)=[N:36][CH:35]=1.CC1(C)C(C)(C)OB([C:67]2[CH:68]=[C:69]([C:72]([NH2:74])=[O:73])[O:70][CH:71]=2)O1.C([O-])([O-])=O.[Na+].[Na+], predict the reaction product. The product is: [NH3:1].[CH:56]([N:53]1[CH2:54][CH2:55][N:50]([C:47]2[CH:48]=[CH:49][C:44]([NH:43][C:37]3[C:38]4[N:39]([CH:40]=[CH:41][N:42]=4)[C:34]([C:67]4[CH:68]=[C:69]([C:72]([NH2:74])=[O:73])[O:70][CH:71]=4)=[CH:35][N:36]=3)=[CH:45][CH:46]=2)[CH2:51][CH2:52]1)([CH3:58])[CH3:57]. (2) Given the reactants COC1C=C(OC)C=C(OC)C=1.[C:13]([O:21][CH2:22][C:23]1[CH:28]=[CH:27][CH:26]=[CH:25][CH:24]=1)(=[O:20])[C:14]1C=CC=[CH:16][CH:15]=1, predict the reaction product. The product is: [C:13]([O:21][CH2:22][C:23]1[CH:24]=[CH:25][CH:26]=[CH:27][CH:28]=1)(=[O:20])[CH2:14][CH2:15][CH3:16]. (3) Given the reactants [C:1]([C:5]1[N:6]=[C:7]([N:16]2[CH2:20][CH2:19][C:18]([F:22])([F:21])[CH2:17]2)[C:8]2[N:13]=[N:12][N:11]([CH2:14][CH3:15])[C:9]=2[N:10]=1)([CH3:4])([CH3:3])[CH3:2].C(C1N=C(N2CCC(F)(F)C2)C2N=NNC=2N=1)(C)(C)C.BrCC[OH:46], predict the reaction product. The product is: [C:1]([C:5]1[N:6]=[C:7]([N:16]2[CH2:20][CH2:19][C:18]([F:21])([F:22])[CH2:17]2)[C:8]2[N:13]=[N:12][N:11]([CH2:14][CH2:15][OH:46])[C:9]=2[N:10]=1)([CH3:2])([CH3:3])[CH3:4]. (4) Given the reactants [F:1][C:2]1[CH:7]=[C:6]([N+:8]([O-])=O)[CH:5]=[CH:4][C:3]=1[O:11][C:12]1[CH:29]=[CH:28][C:15]2[CH2:16][CH2:17][N:18]([C:21]([O:23][C:24]([CH3:27])([CH3:26])[CH3:25])=[O:22])[CH2:19][CH2:20][C:14]=2[CH:13]=1, predict the reaction product. The product is: [NH2:8][C:6]1[CH:5]=[CH:4][C:3]([O:11][C:12]2[CH:29]=[CH:28][C:15]3[CH2:16][CH2:17][N:18]([C:21]([O:23][C:24]([CH3:27])([CH3:25])[CH3:26])=[O:22])[CH2:19][CH2:20][C:14]=3[CH:13]=2)=[C:2]([F:1])[CH:7]=1. (5) Given the reactants [NH2:1][C:2]1[N:3]=[CH:4][C:5]([C:10]2[CH:11]=[C:12]([CH:25]=[CH:26][CH:27]=2)[C:13]([NH:15][C@@H:16]2[C:24]3[C:19](=[CH:20][CH:21]=[CH:22][CH:23]=3)[CH2:18][CH2:17]2)=[O:14])=[N:6][C:7]=1[C:8]#[N:9].C(Cl)Cl.[C:31](O)([C:33](F)(F)F)=O, predict the reaction product. The product is: [NH2:1][C:2]1[N:3]=[CH:4][C:5]([C:10]2[CH:11]=[C:12]([CH:25]=[CH:26][CH:27]=2)[C:13]([NH:15][C@@H:16]2[C:24]3[C:19](=[CH:20][CH:21]=[CH:22][CH:23]=3)[CH2:18][CH2:17]2)=[O:14])=[N:6][C:7]=1[C:8]1[NH:3][C:2]([C@H:31]2[CH2:33][CH2:4][CH2:5][NH:6][CH2:7]2)=[N:1][N:9]=1.